This data is from Reaction yield outcomes from USPTO patents with 853,638 reactions. The task is: Predict the reaction yield, written as a fraction of the theoretical maximum amount of product (1.0 means a 100% yield; for example, 0.34 means a 34% yield). (1) No catalyst specified. The product is [CH2:1]([C:3]1[CH:8]=[CH:7][C:6]([C@H:9]2[CH2:14][C@@H:13]([C:15]([F:18])([F:17])[F:16])[N:12]3[N:19]=[CH:20][C:21]([C:22]([NH:63][CH2:62][C:61]4[CH:64]=[CH:65][C:66]([CH3:67])=[C:59]([F:58])[CH:60]=4)=[O:24])=[C:11]3[NH:10]2)=[CH:5][CH:4]=1)[CH3:2]. The yield is 0.527. The reactants are [CH2:1]([C:3]1[CH:8]=[CH:7][C:6]([C@H:9]2[CH2:14][C@@H:13]([C:15]([F:18])([F:17])[F:16])[N:12]3[N:19]=[CH:20][C:21]([C:22]([OH:24])=O)=[C:11]3[NH:10]2)=[CH:5][CH:4]=1)[CH3:2].CN(C(ON1N=NC2C=CC=NC1=2)=[N+](C)C)C.F[P-](F)(F)(F)(F)F.C(N(CC)C(C)C)(C)C.[F:58][C:59]1[CH:60]=[C:61]([CH:64]=[CH:65][C:66]=1[CH3:67])[CH2:62][NH2:63]. (2) The reactants are [O:1]1CCC[CH2:2]1.[C:6]([C:10]1[CH:15]=[CH:14][C:13]([C:16]2(C(O)=O)[CH2:18][CH2:17]2)=[CH:12][C:11]=1[F:22])([CH3:9])([CH3:8])[CH3:7].[Cl-].ClC1N(C)CC[NH+]1C.Cl.Cl.[NH2:34][CH2:35][C:36]([C:38]1[C:43]([CH3:44])=[CH:42][CH:41]=[CH:40][N:39]=1)=[O:37]. The catalyst is CCN(CC)CC. The product is [C:6]([C:10]1[CH:15]=[CH:14][C:13]([CH:16]2[CH2:17][CH:18]2[C:2]([NH:34][CH2:35][C:36]([C:38]2[C:43]([CH3:44])=[CH:42][CH:41]=[CH:40][N:39]=2)=[O:37])=[O:1])=[CH:12][C:11]=1[F:22])([CH3:7])([CH3:8])[CH3:9]. The yield is 0.260. (3) The reactants are [Br:1][C:2]1[CH:7]=[CH:6][C:5]([C@@H:8]2[CH2:12][CH2:11][C@H:10]([C@H:13]([O:20][Si:21]([C:24]([CH3:27])([CH3:26])[CH3:25])([CH3:23])[CH3:22])[C:14]3[CH:19]=[CH:18][CH:17]=[CH:16][CH:15]=3)[NH:9]2)=[CH:4][CH:3]=1.C(N(CC)C(C)C)(C)C.[O:37](C(OC(C)(C)C)=O)[C:38]([O:40][C:41]([CH3:44])([CH3:43])[CH3:42])=O. The catalyst is C(Cl)Cl.C(OCC)(=O)C. The product is [Br:1][C:2]1[CH:7]=[CH:6][C:5]([C@@H:8]2[CH2:12][CH2:11][C@H:10]([C@H:13]([O:20][Si:21]([C:24]([CH3:27])([CH3:26])[CH3:25])([CH3:22])[CH3:23])[C:14]3[CH:15]=[CH:16][CH:17]=[CH:18][CH:19]=3)[N:9]2[C:38]([O:40][C:41]([CH3:44])([CH3:43])[CH3:42])=[O:37])=[CH:4][CH:3]=1. The yield is 0.960. (4) The reactants are [OH:1][C:2]1[CH:7]=[CH:6][C:5]([CH2:8][C:9]([O:11][CH2:12][CH3:13])=[O:10])=[CH:4][CH:3]=1.[C:14]([O-])([O-])=O.[K+].[K+].S(OC)(OC)(=O)=O. The catalyst is C(#N)C. The product is [CH3:14][O:1][C:2]1[CH:3]=[CH:4][C:5]([CH2:8][C:9]([O:11][CH2:12][CH3:13])=[O:10])=[CH:6][CH:7]=1. The yield is 0.740. (5) The reactants are [NH2:1][C:2]1[C:6]([C:7]#[N:8])=[CH:5][NH:4][N:3]=1.[C:9]([CH:17]([CH2:23][C:24]#[CH:25])[C:18](OCC)=[O:19])(=O)[C:10]1[CH:15]=[CH:14][CH:13]=[CH:12][CH:11]=1. The catalyst is [Ti](Cl)(Cl)(Cl)Cl.O. The product is [O:19]=[C:18]1[N:3]2[N:4]=[CH:5][C:6]([C:7]#[N:8])=[C:2]2[NH:1][C:9]([C:10]2[CH:15]=[CH:14][CH:13]=[CH:12][CH:11]=2)=[C:17]1[CH2:23][C:24]#[CH:25]. The yield is 0.216. (6) The reactants are CO[C:3](=[O:15])[CH:4]([NH:6][C:7]([C:9]1[CH:10]=[N:11][CH:12]=[CH:13][CH:14]=1)=[O:8])[CH3:5].[CH3:16][NH2:17]. The catalyst is C(O)C. The product is [CH3:16][NH:17][C:3]([CH:4]([NH:6][C:7](=[O:8])[C:9]1[CH:14]=[CH:13][CH:12]=[N:11][CH:10]=1)[CH3:5])=[O:15]. The yield is 0.500.